Dataset: Peptide-MHC class I binding affinity with 185,985 pairs from IEDB/IMGT. Task: Regression. Given a peptide amino acid sequence and an MHC pseudo amino acid sequence, predict their binding affinity value. This is MHC class I binding data. The peptide sequence is VIVVPVIDRL. The MHC is HLA-A02:02 with pseudo-sequence HLA-A02:02. The binding affinity (normalized) is 0.221.